Dataset: Full USPTO retrosynthesis dataset with 1.9M reactions from patents (1976-2016). Task: Predict the reactants needed to synthesize the given product. (1) The reactants are: BrC1C(CC2(O)C3C(=CC=C(C)C=3)N(CCC(C)C)C2=O)=NC=CC=1.[CH3:26][C:27]1[CH:28]=[C:29]2[C:33](=[CH:34][CH:35]=1)[N:32]([CH2:36][CH2:37][C:38]1[CH:43]=[CH:42][CH:41]=[CH:40][CH:39]=1)[C:31](=[O:44])[C:30]2=[O:45].[CH3:46][O:47][C:48]1[CH:49]=[CH:50][C:51]([CH3:54])=[N:52][CH:53]=1. Given the product [OH:45][C:30]1([CH2:54][C:51]2[CH:50]=[CH:49][C:48]([O:47][CH3:46])=[CH:53][N:52]=2)[C:29]2[C:33](=[CH:34][CH:35]=[C:27]([CH3:26])[CH:28]=2)[N:32]([CH2:36][CH2:37][C:38]2[CH:39]=[CH:40][CH:41]=[CH:42][CH:43]=2)[C:31]1=[O:44], predict the reactants needed to synthesize it. (2) Given the product [CH3:39][S:36]([NH:35][C:27]1[C:26]([O:40][CH3:41])=[C:25]([NH:24][C:17](=[O:18])[C:16]2[CH:20]=[CH:21][C:22]([CH3:23])=[C:14]([N:12]3[CH:13]=[C:9]([C:5]4[CH:6]=[N:7][CH:8]=[C:3]([O:2][CH3:1])[CH:4]=4)[N:10]=[N:11]3)[CH:15]=2)[CH:30]=[C:29]([C:31]2([CH3:34])[CH2:32][CH2:33]2)[CH:28]=1)(=[O:38])=[O:37], predict the reactants needed to synthesize it. The reactants are: [CH3:1][O:2][C:3]1[CH:4]=[C:5]([C:9]2[N:10]=[N:11][N:12]([C:14]3[CH:15]=[C:16]([CH:20]=[CH:21][C:22]=3[CH3:23])[C:17](O)=[O:18])[CH:13]=2)[CH:6]=[N:7][CH:8]=1.[NH2:24][C:25]1[C:26]([O:40][CH3:41])=[C:27]([NH:35][S:36]([CH3:39])(=[O:38])=[O:37])[CH:28]=[C:29]([C:31]2([CH3:34])[CH2:33][CH2:32]2)[CH:30]=1. (3) Given the product [CH2:2]([S:34]([C:15]1[CH:20]=[CH:19][CH:18]=[CH:17][C:16]=1[C:21]1[CH:22]=[CH:23][C:24]2[N:25]([CH:27]=[C:28]([C:30]([F:33])([F:32])[F:31])[N:29]=2)[CH:26]=1)(=[O:38])=[O:36])[CH3:3], predict the reactants needed to synthesize it. The reactants are: Cl[C:2]1C=CC=C(C(OO)=O)[CH:3]=1.C(S[C:15]1[CH:20]=[CH:19][CH:18]=[CH:17][C:16]=1[C:21]1[CH:22]=[CH:23][C:24]2[N:25]([CH:27]=[C:28]([C:30]([F:33])([F:32])[F:31])[N:29]=2)[CH:26]=1)C.[S:34]([O-:38])([O-])(=[O:36])=S.[Na+].[Na+]. (4) Given the product [C:1]([C:3]1[C:4]([CH:19]([C:23]2[CH:28]=[CH:27][C:26]([Cl:29])=[C:25]([Cl:30])[CH:24]=2)[CH2:20][CH2:21][N:33]([CH3:34])[CH3:32])=[C:5]([C:14]([O:16][CH2:17][CH3:18])=[O:15])[S:6][C:7]=1[N:8]1[CH2:9][CH2:10][O:11][CH2:12][CH2:13]1)#[N:2], predict the reactants needed to synthesize it. The reactants are: [C:1]([C:3]1[C:4]([CH:19]([C:23]2[CH:28]=[CH:27][C:26]([Cl:29])=[C:25]([Cl:30])[CH:24]=2)[CH2:20][CH:21]=O)=[C:5]([C:14]([O:16][CH2:17][CH3:18])=[O:15])[S:6][C:7]=1[N:8]1[CH2:13][CH2:12][O:11][CH2:10][CH2:9]1)#[N:2].Cl.[CH3:32][NH:33][CH3:34].C([O-])(=O)C.[Na+].C([BH3-])#N.[Na+].C([O-])(O)=O.[Na+]. (5) Given the product [CH:1]1([CH2:4][C:5]2[N:9]([C:10]3[CH:15]=[CH:14][C:13]([OH:16])=[CH:12][CH:11]=3)[C:8]3[CH:18]=[CH:19][CH:20]=[CH:21][C:7]=3[N:6]=2)[CH2:2][CH2:3]1, predict the reactants needed to synthesize it. The reactants are: [CH:1]1([CH2:4][C:5]2[N:9]([C:10]3[CH:15]=[CH:14][C:13]([O:16]C)=[CH:12][CH:11]=3)[C:8]3[CH:18]=[CH:19][CH:20]=[CH:21][C:7]=3[N:6]=2)[CH2:3][CH2:2]1.B(Br)(Br)Br. (6) The reactants are: [CH3:1][N:2]([CH3:6])[C:3](Cl)=[O:4].[NH2:7][C:8]1[CH:13]=[CH:12][C:11]([C@@H:14]2[O:19][CH2:18][CH2:17][N:16]([C:20]3[N:25]([CH3:26])[C:24](=[O:27])[CH:23]=[C:22]([C:28]4[CH:33]=[CH:32][N:31]=[CH:30][C:29]=4[F:34])[N:21]=3)[CH2:15]2)=[CH:10][CH:9]=1.C(N(CC)CC)C. Given the product [F:34][C:29]1[CH:30]=[N:31][CH:32]=[CH:33][C:28]=1[C:22]1[N:21]=[C:20]([N:16]2[CH2:17][CH2:18][O:19][C@@H:14]([C:11]3[CH:12]=[CH:13][C:8]([NH:7][C:3](=[O:4])[N:2]([CH3:6])[CH3:1])=[CH:9][CH:10]=3)[CH2:15]2)[N:25]([CH3:26])[C:24](=[O:27])[CH:23]=1, predict the reactants needed to synthesize it.